Predict which catalyst facilitates the given reaction. From a dataset of Catalyst prediction with 721,799 reactions and 888 catalyst types from USPTO. Reactant: Br[C:2]1[CH:7]=[CH:6][C:5]([O:8][CH2:9][CH3:10])=[CH:4][C:3]=1[F:11].[CH3:12][C:13]1([CH3:29])[C:17]([CH3:19])([CH3:18])[O:16][B:15]([B:15]2[O:16][C:17]([CH3:19])([CH3:18])[C:13]([CH3:29])([CH3:12])[O:14]2)[O:14]1.C([O-])(=O)C.[K+].O. Product: [CH2:9]([O:8][C:5]1[CH:6]=[CH:7][C:2]([B:15]2[O:16][C:17]([CH3:19])([CH3:18])[C:13]([CH3:29])([CH3:12])[O:14]2)=[C:3]([F:11])[CH:4]=1)[CH3:10]. The catalyst class is: 3.